Dataset: NCI-60 drug combinations with 297,098 pairs across 59 cell lines. Task: Regression. Given two drug SMILES strings and cell line genomic features, predict the synergy score measuring deviation from expected non-interaction effect. (1) Drug 1: C1CCC(CC1)NC(=O)N(CCCl)N=O. Drug 2: C1=CC(=CC=C1C#N)C(C2=CC=C(C=C2)C#N)N3C=NC=N3. Cell line: SF-539. Synergy scores: CSS=17.6, Synergy_ZIP=-9.53, Synergy_Bliss=-2.90, Synergy_Loewe=-3.99, Synergy_HSA=-2.44. (2) Drug 1: COC1=NC(=NC2=C1N=CN2C3C(C(C(O3)CO)O)O)N. Drug 2: C1=NNC2=C1C(=O)NC=N2. Cell line: DU-145. Synergy scores: CSS=-0.715, Synergy_ZIP=3.42, Synergy_Bliss=6.64, Synergy_Loewe=2.51, Synergy_HSA=2.85. (3) Drug 1: C1=NC2=C(N1)C(=S)N=CN2. Drug 2: COC1=C2C(=CC3=C1OC=C3)C=CC(=O)O2. Cell line: PC-3. Synergy scores: CSS=11.4, Synergy_ZIP=-5.90, Synergy_Bliss=1.21, Synergy_Loewe=-16.0, Synergy_HSA=-0.740. (4) Drug 1: C1=CC=C(C=C1)NC(=O)CCCCCCC(=O)NO. Drug 2: C1=NC2=C(N1)C(=S)N=CN2. Cell line: HCC-2998. Synergy scores: CSS=12.9, Synergy_ZIP=-7.09, Synergy_Bliss=-3.99, Synergy_Loewe=-17.2, Synergy_HSA=-6.41.